This data is from Catalyst prediction with 721,799 reactions and 888 catalyst types from USPTO. The task is: Predict which catalyst facilitates the given reaction. Reactant: [NH2:1][C:2]1[N:6]([C:7]2[CH:12]=[CH:11][CH:10]=[CH:9][CH:8]=2)[N:5]=[C:4]([C:13]([OH:15])=O)[CH:3]=1.[B-](F)(F)(F)F.CCOC(C(C#N)=NOC(N(C)C)=[N+](C)C)=O.C(N1CCOCC1)C.[NH2:46][C@H:47]([C:52]1[CH:57]=[CH:56][CH:55]=[CH:54][C:53]=1[CH3:58])[CH2:48][C:49]([OH:51])=[O:50]. Product: [NH2:1][C:2]1[N:6]([C:7]2[CH:8]=[CH:9][CH:10]=[CH:11][CH:12]=2)[N:5]=[C:4]([C:13]([NH:46][C@H:47]([C:52]2[CH:57]=[CH:56][CH:55]=[CH:54][C:53]=2[CH3:58])[CH2:48][C:49]([OH:51])=[O:50])=[O:15])[CH:3]=1. The catalyst class is: 3.